Dataset: Reaction yield outcomes from USPTO patents with 853,638 reactions. Task: Predict the reaction yield, written as a fraction of the theoretical maximum amount of product (1.0 means a 100% yield; for example, 0.34 means a 34% yield). (1) The reactants are [ClH:1].[O:2]=[C:3]1[NH:12][C:11]2[N:10]=[CH:9][C:8](/[CH:13]=[CH:14]/[C:15]([OH:17])=O)=[CH:7][C:6]=2[CH2:5][CH2:4]1.Cl.[CH3:19][N:20]1CC2C=C(/C=C/C(O)=O)C=NC=2NC(=O)C1.[CH:37]([O:40][C:41]1[C:49]([O:50][CH3:51])=[CH:48][CH:47]=[CH:46][C:42]=1[CH2:43]CN)([CH3:39])[CH3:38].CNCC1C=CC2C(=CC=CC=2)C=1CCC. No catalyst specified. The product is [ClH:1].[CH:37]([O:40][C:41]1[C:49]([O:50][CH3:51])=[CH:48][CH:47]=[CH:46][C:42]=1[CH2:43][N:20]([CH3:19])[C:15](=[O:17])/[CH:14]=[CH:13]/[C:8]1[CH:9]=[N:10][C:11]2[NH:12][C:3](=[O:2])[CH2:4][CH2:5][C:6]=2[CH:7]=1)([CH3:38])[CH3:39]. The yield is 0.830. (2) The reactants are [N:1]12[CH2:8][CH2:7][C:4]([C:9]([C:17]3[CH:22]=[CH:21][CH:20]=[CH:19][CH:18]=3)([C:11]3[CH:16]=[CH:15][CH:14]=[CH:13][CH:12]=3)[OH:10])([CH2:5][CH2:6]1)[CH2:3][CH2:2]2.[Br:23][CH2:24][CH2:25][CH3:26]. The catalyst is CC#N. The product is [Br-:23].[OH:10][C:9]([C:17]1[CH:22]=[CH:21][CH:20]=[CH:19][CH:18]=1)([C:11]1[CH:12]=[CH:13][CH:14]=[CH:15][CH:16]=1)[C:4]12[CH2:5][CH2:6][N+:1]([CH2:24][CH2:25][CH3:26])([CH2:2][CH2:3]1)[CH2:8][CH2:7]2. The yield is 0.751. (3) The reactants are [N:1]1[CH:6]=[CH:5][CH:4]=[CH:3][C:2]=1[C:7]1[O:11][CH:10]=[N:9][CH:8]=1.[C:12]1([CH3:27])[CH:17]=[CH:16][CH:15]=[CH:14][C:13]=1[CH2:18][CH2:19][CH2:20][CH2:21][CH2:22][CH2:23][C:24](O)=[O:25]. No catalyst specified. The product is [O:25]=[C:24]([C:10]1[O:11][C:7]([C:2]2[CH:3]=[CH:4][CH:5]=[CH:6][N:1]=2)=[CH:8][N:9]=1)[CH2:23][CH2:22][CH2:21][CH2:20][CH2:19][CH2:18][C:13]1[CH:14]=[CH:15][CH:16]=[CH:17][C:12]=1[CH3:27]. The yield is 0.390.